The task is: Predict which catalyst facilitates the given reaction.. This data is from Catalyst prediction with 721,799 reactions and 888 catalyst types from USPTO. (1) Reactant: [C:1]1([CH3:13])[CH:6]=[CH:5][CH:4]=[CH:3][C:2]=1[N:7]1[CH2:12][CH2:11][NH:10][CH2:9][CH2:8]1.CCN(CC)CC.[Cl:21][CH2:22][S:23](Cl)(=[O:25])=[O:24]. The catalyst class is: 2. Product: [Cl:21][CH2:22][S:23]([N:10]1[CH2:9][CH2:8][N:7]([C:2]2[CH:3]=[CH:4][CH:5]=[CH:6][C:1]=2[CH3:13])[CH2:12][CH2:11]1)(=[O:25])=[O:24]. (2) Reactant: F[C:2]1[N:23]=[CH:22][CH:21]=[CH:20][C:3]=1[C:4]([NH:6][C:7]1[CH:12]=[CH:11][C:10]([C:13]([F:19])([F:18])[C:14]([F:17])([F:16])[F:15])=[CH:9][CH:8]=1)=[O:5].[NH2:24][C:25]1[CH:34]=[C:33]2[C:28]([CH:29]=[CH:30][N:31]=[CH:32]2)=[CH:27][CH:26]=1.C(O)(C(F)(F)F)=O. Product: [CH:32]1[C:33]2[C:28](=[CH:27][CH:26]=[C:25]([NH:24][C:2]3[N:23]=[CH:22][CH:21]=[CH:20][C:3]=3[C:4]([NH:6][C:7]3[CH:12]=[CH:11][C:10]([C:13]([F:19])([F:18])[C:14]([F:17])([F:16])[F:15])=[CH:9][CH:8]=3)=[O:5])[CH:34]=2)[CH:29]=[CH:30][N:31]=1. The catalyst class is: 218. (3) Reactant: [CH3:1][S:2](Cl)(=[O:4])=[O:3].[NH:6]1[CH2:16][CH2:15][CH2:14][CH2:13][CH:7]1[C:8]([O:10][CH2:11][CH3:12])=[O:9].C(N(CC)CC)C. The catalyst class is: 124. Product: [CH3:1][S:2]([N:6]1[CH2:16][CH2:15][CH2:14][CH2:13][CH:7]1[C:8]([O:10][CH2:11][CH3:12])=[O:9])(=[O:4])=[O:3]. (4) Reactant: [F:1][C:2]1[CH:7]=[C:6]([F:8])[CH:5]=[CH:4][C:3]=1[N:9]1[C:13]([NH:14][C:15](=O)[CH3:16])=[CH:12][CH:11]=[N:10]1.[H-].[Al+3].[Li+].[H-].[H-].[H-]. Product: [F:1][C:2]1[CH:7]=[C:6]([F:8])[CH:5]=[CH:4][C:3]=1[N:9]1[C:13]([NH:14][CH2:15][CH3:16])=[CH:12][CH:11]=[N:10]1. The catalyst class is: 1.